From a dataset of CYP2C9 inhibition data for predicting drug metabolism from PubChem BioAssay. Regression/Classification. Given a drug SMILES string, predict its absorption, distribution, metabolism, or excretion properties. Task type varies by dataset: regression for continuous measurements (e.g., permeability, clearance, half-life) or binary classification for categorical outcomes (e.g., BBB penetration, CYP inhibition). Dataset: cyp2c9_veith. (1) The drug is CCC(=O)Nc1nnc(SCC(=O)c2ccc3c(c2)Cc2ccccc2-3)s1. The result is 1 (inhibitor). (2) The molecule is CCC/C=C(\CCC)C(NS(=O)(=O)c1ccc(C(F)(F)F)cc1)c1ccccc1. The result is 1 (inhibitor). (3) The drug is C[C@H](O)[C@H](O)[C@@H]1CNc2nc(N)[nH]c(=O)c2N1. The result is 0 (non-inhibitor). (4) The drug is CC1(C)O[C@@H]2C[C@H]3[C@H]4C[C@H](F)C5=CC(=O)CC[C@]5(C)[C@@H]4[C@H](O)C[C@]3(C)[C@]2(C(=O)CO)O1. The result is 0 (non-inhibitor).